This data is from Full USPTO retrosynthesis dataset with 1.9M reactions from patents (1976-2016). The task is: Predict the reactants needed to synthesize the given product. (1) Given the product [NH2:1][C:2]1[CH:3]=[CH:4][C:5]([C:8]2[CH:9]=[CH:10][C:11]([C:14]34[CH2:19][CH2:18][C:17]([CH2:22][C:23]([O:25][CH2:26][C:28]5[CH:33]=[CH:32][CH:31]=[CH:30][CH:29]=5)=[O:24])([CH2:20][CH2:21]3)[O:16][CH2:15]4)=[CH:12][CH:13]=2)=[CH:6][CH:7]=1, predict the reactants needed to synthesize it. The reactants are: [NH2:1][C:2]1[CH:7]=[CH:6][C:5]([C:8]2[CH:13]=[CH:12][C:11]([C:14]34[CH2:21][CH2:20][C:17]([CH2:22][C:23]([O:25][CH3:26])=[O:24])([CH2:18][CH2:19]3)[O:16][CH2:15]4)=[CH:10][CH:9]=2)=[CH:4][CH:3]=1.C(O)[C:28]1[CH:33]=[CH:32][CH:31]=[CH:30][CH:29]=1. (2) Given the product [Cl:1][C:2]1[CH:7]=[C:6]2[C:5]([CH:12]=[C:13]([C:14]3[CH:19]=[C:18]([F:20])[CH:17]=[CH:16][C:15]=3[CH3:21])[N+:10]([O-:11])=[C:8]2[CH3:9])=[CH:4][N:3]=1, predict the reactants needed to synthesize it. The reactants are: [Cl:1][C:2]1[CH:7]=[C:6]([C:8](=[N:10][OH:11])[CH3:9])[C:5]([C:12]#[C:13][C:14]2[CH:19]=[C:18]([F:20])[CH:17]=[CH:16][C:15]=2[CH3:21])=[CH:4][N:3]=1. (3) Given the product [Cl:8][C:6]1[C:5]([C:9]([F:12])([F:11])[F:10])=[CH:4][N:3]=[C:2]([NH:13][C:14]2[CH:19]=[CH:18][C:17]([CH2:20][P:21](=[O:29])([O:25][CH:26]([CH3:28])[CH3:27])[O:22][CH2:23][CH3:24])=[CH:16][C:15]=2[O:30][CH3:31])[N:7]=1, predict the reactants needed to synthesize it. The reactants are: Cl[C:2]1[N:7]=[C:6]([Cl:8])[C:5]([C:9]([F:12])([F:11])[F:10])=[CH:4][N:3]=1.[NH2:13][C:14]1[CH:19]=[CH:18][C:17]([CH2:20][P:21](=[O:29])([O:25][CH:26]([CH3:28])[CH3:27])[O:22][CH2:23][CH3:24])=[CH:16][C:15]=1[O:30][CH3:31].C(N(C(C)C)CC)(C)C.